Dataset: Peptide-MHC class II binding affinity with 134,281 pairs from IEDB. Task: Regression. Given a peptide amino acid sequence and an MHC pseudo amino acid sequence, predict their binding affinity value. This is MHC class II binding data. (1) The peptide sequence is STRLRMVTGLRNVPSIQSKGL. The MHC is DRB1_0701 with pseudo-sequence DRB1_0701. The binding affinity (normalized) is 0.201. (2) The peptide sequence is GNIVAVDIKPKDSDE. The MHC is DRB1_0101 with pseudo-sequence DRB1_0101. The binding affinity (normalized) is 0.186. (3) The peptide sequence is GELQIVDKIDAAWKI. The MHC is DRB1_1501 with pseudo-sequence DRB1_1501. The binding affinity (normalized) is 0.640. (4) The peptide sequence is MADDMERIFKRFDTN. The MHC is DRB1_0405 with pseudo-sequence DRB1_0405. The binding affinity (normalized) is 0.542. (5) The peptide sequence is AAAGAEAGKATTEEQ. The MHC is DRB1_1501 with pseudo-sequence DRB1_1501. The binding affinity (normalized) is 0. (6) The binding affinity (normalized) is 0.428. The MHC is DRB1_1201 with pseudo-sequence DRB1_1201. The peptide sequence is AVHVWLRLPAGRVEI. (7) The peptide sequence is LHRVVLLESIAQFGD. The MHC is DRB1_0405 with pseudo-sequence DRB1_0405. The binding affinity (normalized) is 0.610. (8) The peptide sequence is PEQIQLLKKAFDAFD. The MHC is HLA-DPA10301-DPB10402 with pseudo-sequence HLA-DPA10301-DPB10402. The binding affinity (normalized) is 0.392. (9) The peptide sequence is FKAAVAAAANAPPAD. The MHC is DRB1_0101 with pseudo-sequence DRB1_0101. The binding affinity (normalized) is 0.708.